Task: Binary Classification. Given a T-cell receptor sequence (or CDR3 region) and an epitope sequence, predict whether binding occurs between them.. Dataset: TCR-epitope binding with 47,182 pairs between 192 epitopes and 23,139 TCRs (1) The epitope is SGPLKAEIAQRLED. The TCR CDR3 sequence is CASSLASEGTGELFF. Result: 0 (the TCR does not bind to the epitope). (2) The epitope is SEISMDNSPNL. The TCR CDR3 sequence is CASSLAADRVYEQYF. Result: 1 (the TCR binds to the epitope). (3) Result: 1 (the TCR binds to the epitope). The epitope is IQYIDIGNY. The TCR CDR3 sequence is CSILVGPYNEQFF. (4) The epitope is IPRRNVATL. The TCR CDR3 sequence is CASSLMAGYGYTF. Result: 0 (the TCR does not bind to the epitope). (5) The epitope is EEHVQIHTI. The TCR CDR3 sequence is CSAWTGTEAFF. Result: 0 (the TCR does not bind to the epitope). (6) The epitope is YLNTLTLAV. The TCR CDR3 sequence is CASSQERQGAYGNTIYF. Result: 1 (the TCR binds to the epitope). (7) The epitope is FLLNKEMYL. The TCR CDR3 sequence is CASSDPQGGVWRHTEAFF. Result: 1 (the TCR binds to the epitope).